This data is from Forward reaction prediction with 1.9M reactions from USPTO patents (1976-2016). The task is: Predict the product of the given reaction. Given the reactants [NH:1]1[C:9]2[C:4](=[CH:5][C:6]([C:10]#[N:11])=[CH:7][CH:8]=2)[CH:3]=[N:2]1.CO.[Br:14]Br.Cl, predict the reaction product. The product is: [Br:14][C:3]1[C:4]2[C:9](=[CH:8][CH:7]=[C:6]([C:10]#[N:11])[CH:5]=2)[NH:1][N:2]=1.